Dataset: Forward reaction prediction with 1.9M reactions from USPTO patents (1976-2016). Task: Predict the product of the given reaction. Given the reactants [CH:1]1([CH2:4][O:5][C:6]2[CH:7]=[CH:8][C:9]3[O:13][C:12]([C:14]4[O:18][N:17]=[C:16]([O:19][CH2:20][C@@H:21]([NH:23][C:24](=O)[O:25]C(C)(C)C)[CH3:22])[C:15]=4[CH3:31])=[N:11][C:10]=3[CH:32]=2)[CH2:3][CH2:2]1.[N:33]1C=CC=CC=1, predict the reaction product. The product is: [CH:1]1([CH2:4][O:5][C:6]2[CH:7]=[CH:8][C:9]3[O:13][C:12]([C:14]4[O:18][N:17]=[C:16]([O:19][CH2:20][C@@H:21]([NH:23][C:24]([NH2:33])=[O:25])[CH3:22])[C:15]=4[CH3:31])=[N:11][C:10]=3[CH:32]=2)[CH2:3][CH2:2]1.